This data is from Forward reaction prediction with 1.9M reactions from USPTO patents (1976-2016). The task is: Predict the product of the given reaction. (1) Given the reactants [CH2:1]1[CH:5]2[C@@H:6]3[CH:10]=[CH:9][C@H:8]([CH:4]2[CH:3]=[CH:2]1)[CH2:7]3.C=C, predict the reaction product. The product is: [CH2:1]=[CH2:2].[CH2:1]1[CH:5]2[CH:6]3[CH:10]=[CH:9][CH:8]([CH:4]2[CH:3]=[CH:2]1)[CH2:7]3. (2) The product is: [CH3:6][NH:7][C:9]1[CH:14]=[CH:13][C:12]([C:15]2[N:16]=[C:17]([N:34]3[CH2:39][CH2:38][O:37][CH2:36][CH2:35]3)[C:18]3[S:23][C:22]([C:24]4[CH:29]=[CH:28][CH:27]=[C:26]([S:30]([CH3:33])(=[O:32])=[O:31])[CH:25]=4)=[CH:21][C:19]=3[N:20]=2)=[CH:11][N:10]=1. Given the reactants C(O[C:6](=O)[N:7]([C:9]1[CH:14]=[CH:13][C:12]([C:15]2[N:16]=[C:17]([N:34]3[CH2:39][CH2:38][O:37][CH2:36][CH2:35]3)[C:18]3[S:23][C:22]([C:24]4[CH:29]=[CH:28][CH:27]=[C:26]([S:30]([CH3:33])(=[O:32])=[O:31])[CH:25]=4)=[CH:21][C:19]=3[N:20]=2)=[CH:11][N:10]=1)C)(C)(C)C, predict the reaction product.